Dataset: Reaction yield outcomes from USPTO patents with 853,638 reactions. Task: Predict the reaction yield, written as a fraction of the theoretical maximum amount of product (1.0 means a 100% yield; for example, 0.34 means a 34% yield). (1) The reactants are [NH:1]1[CH:5]=[C:4]([C:6]2[CH:11]=[CH:10][N:9]=[C:8]3[N:12]([CH2:15][O:16][CH2:17][CH2:18][Si:19]([CH3:22])([CH3:21])[CH3:20])[CH:13]=[CH:14][C:7]=23)[CH:3]=[N:2]1.[CH2:23]([O:25][C:26](=[O:31])[CH:27]=[C:28]([CH3:30])[CH3:29])[CH3:24].C(=O)([O-])[O-].[Cs+].[Cs+]. The catalyst is CN(C=O)C.O. The product is [CH3:29][C:28]([N:1]1[CH:5]=[C:4]([C:6]2[CH:11]=[CH:10][N:9]=[C:8]3[N:12]([CH2:15][O:16][CH2:17][CH2:18][Si:19]([CH3:22])([CH3:21])[CH3:20])[CH:13]=[CH:14][C:7]=23)[CH:3]=[N:2]1)([CH3:30])[CH2:27][C:26]([O:25][CH2:23][CH3:24])=[O:31]. The yield is 0.790. (2) The reactants are Br[C:2]1[CH:3]=[CH:4][C:5](=[O:13])[N:6]([CH2:8][C:9]([OH:12])([CH3:11])[CH3:10])[CH:7]=1.[OH:14][C:15]([CH3:48])([CH3:47])[CH2:16][C@@:17]1([C:41]2[CH:46]=[CH:45][CH:44]=[CH:43][CH:42]=2)[O:22][C:21](=[O:23])[N:20]([C@H:24]([C:26]2[CH:31]=[CH:30][C:29](B3OC(C)(C)C(C)(C)O3)=[CH:28][CH:27]=2)[CH3:25])[CH2:19][CH2:18]1.C([O-])(O)=O.[Na+]. The catalyst is COCCOC.CCO.C1C=CC([P]([Pd]([P](C2C=CC=CC=2)(C2C=CC=CC=2)C2C=CC=CC=2)([P](C2C=CC=CC=2)(C2C=CC=CC=2)C2C=CC=CC=2)[P](C2C=CC=CC=2)(C2C=CC=CC=2)C2C=CC=CC=2)(C2C=CC=CC=2)C2C=CC=CC=2)=CC=1. The product is [OH:14][C:15]([CH3:47])([CH3:48])[CH2:16][C@@:17]1([C:41]2[CH:46]=[CH:45][CH:44]=[CH:43][CH:42]=2)[O:22][C:21](=[O:23])[N:20]([C@H:24]([C:26]2[CH:27]=[CH:28][C:29]([C:2]3[CH:3]=[CH:4][C:5](=[O:13])[N:6]([CH2:8][C:9]([OH:12])([CH3:11])[CH3:10])[CH:7]=3)=[CH:30][CH:31]=2)[CH3:25])[CH2:19][CH2:18]1. The yield is 0.155. (3) The reactants are [C:1]([S:5]([C:8]1[CH:9]=[C:10]2[C:15](=[CH:16][C:17]=1[CH:18]=[CH2:19])[N:14]=[CH:13][N:12]=[C:11]2[NH:20][C:21]1[CH:22]=[CH:23][C:24]2[S:28][CH:27]=[N:26][C:25]=2[CH:29]=1)(=[O:7])=[O:6])([CH3:4])([CH3:3])[CH3:2]. The catalyst is CCO.C1COCC1.[Pd]. The product is [C:1]([S:5]([C:8]1[CH:9]=[C:10]2[C:15](=[CH:16][C:17]=1[CH2:18][CH3:19])[N:14]=[CH:13][N:12]=[C:11]2[NH:20][C:21]1[CH:22]=[CH:23][C:24]2[S:28][CH:27]=[N:26][C:25]=2[CH:29]=1)(=[O:7])=[O:6])([CH3:2])([CH3:3])[CH3:4]. The yield is 0.190.